From a dataset of Full USPTO retrosynthesis dataset with 1.9M reactions from patents (1976-2016). Predict the reactants needed to synthesize the given product. (1) Given the product [NH2:7][C@@H:8]([CH2:28][C:29]1[CH:34]=[CH:33][CH:32]=[CH:31][CH:30]=1)[CH2:9][NH:10][C:11]1[C:12]2[CH:26]=[CH:25][N:24]=[C:23]([C:45]3[CH:46]=[C:41]([NH:40][S:37]([CH3:36])(=[O:38])=[O:39])[CH:42]=[CH:43][CH:44]=3)[C:13]=2[N:14]=[C:15]([C:17]2[CH:18]=[CH:19][N:20]=[CH:21][CH:22]=2)[N:16]=1, predict the reactants needed to synthesize it. The reactants are: C(OC(=O)[NH:7][C@@H:8]([CH2:28][C:29]1[CH:34]=[CH:33][CH:32]=[CH:31][CH:30]=1)[CH2:9][NH:10][C:11]1[C:12]2[CH:26]=[CH:25][N:24]=[C:23](Cl)[C:13]=2[N:14]=[C:15]([C:17]2[CH:22]=[CH:21][N:20]=[CH:19][CH:18]=2)[N:16]=1)(C)(C)C.[CH3:36][S:37]([NH:40][C:41]1[CH:42]=[C:43](B2OC(C)(C)C(C)(C)O2)[CH:44]=[CH:45][CH:46]=1)(=[O:39])=[O:38].[O-]P([O-])([O-])=O.[K+].[K+].[K+]. (2) Given the product [Br:1][C:2]1[CH:3]=[C:4]2[C:5](=[CH:6][CH:7]=1)[N:12]1[C:13]([CH2:17][CH2:18][C:19]([O:21][CH2:22][CH3:23])=[O:20])=[N:14][CH:15]=[C:16]1[C:24](=[O:25])[NH:9]2, predict the reactants needed to synthesize it. The reactants are: [Br:1][C:2]1[CH:7]=[CH:6][C:5](F)=[C:4]([N+:9]([O-])=O)[CH:3]=1.[NH:12]1[CH:16]=[CH:15][N:14]=[C:13]1[CH2:17][CH2:18][C:19]([O:21][CH2:22][CH3:23])=[O:20].[C:24](=O)([O-])[O-:25].[K+].[K+].C(=O)([O-])O.[Na+]. (3) Given the product [CH2:1]([O:3][C:4](=[O:12])[C:5]1[CH:10]=[CH:9][C:8]([C:13]2[CH:18]=[CH:17][CH:16]=[CH:15][CH:14]=2)=[N:7][CH:6]=1)[CH3:2], predict the reactants needed to synthesize it. The reactants are: [CH2:1]([O:3][C:4](=[O:12])[C:5]1[CH:10]=[CH:9][C:8](Cl)=[N:7][CH:6]=1)[CH3:2].[C:13]1(OB(O)O)[CH:18]=[CH:17][CH:16]=[CH:15][CH:14]=1.C(=O)([O-])[O-].[Na+].[Na+].O. (4) Given the product [CH3:1][C:2]1[N:6]=[C:5]([C:7]2[CH:15]=[CH:14][CH:13]=[CH:12][C:8]=2[C:9]([NH:31][C@H:27]2[CH2:28][CH2:29][CH2:30][C@@H:26]2[NH:25][C:22]2[CH:21]=[CH:20][C:19]([C:18]([F:33])([F:17])[F:32])=[CH:24][N:23]=2)=[O:11])[O:4][N:3]=1, predict the reactants needed to synthesize it. The reactants are: [CH3:1][C:2]1[N:6]=[C:5]([C:7]2[CH:15]=[CH:14][CH:13]=[CH:12][C:8]=2[C:9]([OH:11])=O)[O:4][N:3]=1.Cl.[F:17][C:18]([F:33])([F:32])[C:19]1[CH:20]=[CH:21][C:22]([NH:25][C@H:26]2[CH2:30][CH2:29][CH2:28][C@@H:27]2[NH2:31])=[N:23][CH:24]=1.CN(C(ON1N=NC2C=CC=NC1=2)=[N+](C)C)C.F[P-](F)(F)(F)(F)F.C(N(CC)CC)C. (5) Given the product [ClH:36].[ClH:36].[F:1][C:2]1[CH:7]=[CH:6][CH:5]=[CH:4][C:3]=1[N:8]1[C:12]2[CH:13]=[CH:14][CH:15]=[CH:16][C:11]=2[N:10]([CH2:17][CH2:18][CH2:19][N:20]2[CH2:25][CH2:24][CH:23]([NH2:26])[CH2:22][CH2:21]2)[S:9]1(=[O:35])=[O:34], predict the reactants needed to synthesize it. The reactants are: [F:1][C:2]1[CH:7]=[CH:6][CH:5]=[CH:4][C:3]=1[N:8]1[C:12]2[CH:13]=[CH:14][CH:15]=[CH:16][C:11]=2[N:10]([CH2:17][CH2:18][CH2:19][N:20]2[CH2:25][CH2:24][CH:23]([NH:26]C(=O)OC(C)(C)C)[CH2:22][CH2:21]2)[S:9]1(=[O:35])=[O:34].[ClH:36]. (6) Given the product [CH:1]1([C@H:7]([O:20][CH:22]2[CH2:23][CH2:24][CH2:25][CH2:26][O:21]2)[CH2:8][CH2:9][C@@H:10]2[C@@H:17]3[C@@H:13]([O:14][C:15](=[O:18])[CH2:16]3)[CH2:12][C@H:11]2[O:19][CH:26]2[CH2:25][CH2:24][CH2:23][CH2:22][O:21]2)[CH2:6][CH2:5][CH2:4][CH2:3][CH2:2]1, predict the reactants needed to synthesize it. The reactants are: [CH:1]1([C@H:7]([OH:20])[CH2:8][CH2:9][C@@H:10]2[C@@H:17]3[C@@H:13]([O:14][C:15](=[O:18])[CH2:16]3)[CH2:12][C@H:11]2[OH:19])[CH2:6][CH2:5][CH2:4][CH2:3][CH2:2]1.[O:21]1[CH:26]=[CH:25][CH2:24][CH2:23][CH2:22]1. (7) The reactants are: C([O:5][C:6]([CH:8]1[CH:12]([C:13]2[CH:18]=[CH:17][CH:16]=[C:15]([Cl:19])[C:14]=2[F:20])[C:11]([C:23]2[CH:28]=[CH:27][C:26]([Cl:29])=[CH:25][CH:24]=2)([C:21]#[N:22])[CH:10]([CH2:30][C:31]([CH3:34])([CH3:33])[CH3:32])[NH:9]1)=[O:7])(C)(C)C.[F:35][C:36]([F:41])([F:40])[C:37]([OH:39])=[O:38]. Given the product [F:35][C:36]([F:41])([F:40])[C:37]([OH:39])=[O:38].[Cl:19][C:15]1[C:14]([F:20])=[C:13]([CH:12]2[C:11]([C:23]3[CH:28]=[CH:27][C:26]([Cl:29])=[CH:25][CH:24]=3)([C:21]#[N:22])[CH:10]([CH2:30][C:31]([CH3:34])([CH3:32])[CH3:33])[NH:9][CH:8]2[C:6]([OH:7])=[O:5])[CH:18]=[CH:17][CH:16]=1, predict the reactants needed to synthesize it.